This data is from Full USPTO retrosynthesis dataset with 1.9M reactions from patents (1976-2016). The task is: Predict the reactants needed to synthesize the given product. (1) Given the product [N+:1]([C:4]1[CH:12]=[CH:11][C:7]([C:8]([NH:16][CH2:15][CH2:13][OH:14])=[O:9])=[CH:6][CH:5]=1)([O-:3])=[O:2], predict the reactants needed to synthesize it. The reactants are: [N+:1]([C:4]1[CH:12]=[CH:11][C:7]([C:8](Cl)=[O:9])=[CH:6][CH:5]=1)([O-:3])=[O:2].[CH2:13]([CH2:15][NH2:16])[OH:14]. (2) Given the product [C:43]([C:42]1[CH:45]=[C:38]([C:2]2[C:3]([N:23]3[CH2:27][CH2:26][C@H:25]([CH2:28][OH:29])[CH2:24]3)=[N:4][CH:5]=[C:6]([C:7]([NH:9][C:10]3[CH:15]=[CH:14][C:13]([O:16][C:17]([F:18])([F:19])[F:20])=[C:12]([F:21])[CH:11]=3)=[O:8])[CH:22]=2)[CH:39]=[N:40][CH:41]=1)#[N:44], predict the reactants needed to synthesize it. The reactants are: Br[C:2]1[C:3]([N:23]2[CH2:27][CH2:26][C@H:25]([CH2:28][OH:29])[CH2:24]2)=[N:4][CH:5]=[C:6]([CH:22]=1)[C:7]([NH:9][C:10]1[CH:15]=[CH:14][C:13]([O:16][C:17]([F:20])([F:19])[F:18])=[C:12]([F:21])[CH:11]=1)=[O:8].CC1(C)C(C)(C)OB([C:38]2[CH:39]=[N:40][CH:41]=[C:42]([CH:45]=2)[C:43]#[N:44])O1. (3) Given the product [C:8]([O:12][C:13]([NH:15][C@H:16]1[CH2:21][CH2:20][CH2:19][CH2:18][C@H:17]1[NH:22][C:23]1[C:32]([F:33])=[CH:31][C:26]([C:27]([OH:29])=[O:28])=[C:25]([Cl:34])[N:24]=1)=[O:14])([CH3:11])([CH3:9])[CH3:10], predict the reactants needed to synthesize it. The reactants are: [OH-].[Na+].O1CCCC1.[C:8]([O:12][C:13]([NH:15][C@H:16]1[CH2:21][CH2:20][CH2:19][CH2:18][C@H:17]1[NH:22][C:23]1[C:32]([F:33])=[CH:31][C:26]([C:27]([O:29]C)=[O:28])=[C:25]([Cl:34])[N:24]=1)=[O:14])([CH3:11])([CH3:10])[CH3:9]. (4) The reactants are: [F:1][C:2]1[CH:7]=[CH:6][C:5]([C:8](=O)[CH2:9][S:10][C:11]#[N:12])=[CH:4][CH:3]=1.[BrH:14].C(O)(=O)C.O. Given the product [Br:14][C:11]1[S:10][CH:9]=[C:8]([C:5]2[CH:6]=[CH:7][C:2]([F:1])=[CH:3][CH:4]=2)[N:12]=1, predict the reactants needed to synthesize it. (5) Given the product [CH3:1][O:2][C:3](=[O:23])[C:4]1[CH:9]=[CH:8][CH:7]=[CH:6][CH:5]=1, predict the reactants needed to synthesize it. The reactants are: [CH3:1][O:2][C:3](=[O:23])[C:4]1[CH:9]=[CH:8][C:7](CNC2CCC3(CCCCC3)CC2)=[CH:6][CH:5]=1.CSC1C=C(N=C=O)C=CC=1. (6) The reactants are: [CH:1](=O)[CH3:2].[NH2:4][C:5]1[N:15]=[C:14]([C:16]([F:19])([F:18])[F:17])[CH:13]=[CH:12][C:6]=1[C:7]([O:9][CH2:10][CH3:11])=[O:8].FC(F)(F)C(O)=O.C(O[BH-](OC(=O)C)OC(=O)C)(=O)C.[Na+]. Given the product [CH2:1]([NH:4][C:5]1[N:15]=[C:14]([C:16]([F:19])([F:17])[F:18])[CH:13]=[CH:12][C:6]=1[C:7]([O:9][CH2:10][CH3:11])=[O:8])[CH3:2], predict the reactants needed to synthesize it.